From a dataset of Reaction yield outcomes from USPTO patents with 853,638 reactions. Predict the reaction yield, written as a fraction of the theoretical maximum amount of product (1.0 means a 100% yield; for example, 0.34 means a 34% yield). (1) The yield is 0.550. The product is [Cl:10][C:11]1[CH:16]=[C:15]([C:2]2[O:6][C:5]([CH3:7])=[C:4]([CH:8]=[O:9])[CH:3]=2)[CH:14]=[CH:13][N:12]=1. The catalyst is C1C=CC([P]([Pd]([P](C2C=CC=CC=2)(C2C=CC=CC=2)C2C=CC=CC=2)([P](C2C=CC=CC=2)(C2C=CC=CC=2)C2C=CC=CC=2)[P](C2C=CC=CC=2)(C2C=CC=CC=2)C2C=CC=CC=2)(C2C=CC=CC=2)C2C=CC=CC=2)=CC=1.O. The reactants are Br[C:2]1[O:6][C:5]([CH3:7])=[C:4]([CH:8]=[O:9])[CH:3]=1.[Cl:10][C:11]1[CH:16]=[C:15](B(O)O)[CH:14]=[CH:13][N:12]=1.C(=O)([O-])[O-].[Na+].[Na+].COCCOC. (2) The reactants are [Br:1][C:2]1[CH:7]=[C:6]([CH3:8])[CH:5]=[C:4]([N+:9]([O-:11])=[O:10])[C:3]=1[OH:12].[C:13](=O)([O-])[O-].[K+].[K+].IC. The catalyst is CC(C)=O. The product is [Br:1][C:2]1[CH:7]=[C:6]([CH3:8])[CH:5]=[C:4]([N+:9]([O-:11])=[O:10])[C:3]=1[O:12][CH3:13]. The yield is 0.979. (3) The reactants are [CH3:1][O:2][C:3]1[CH:21]=[CH:20][C:6]([CH2:7][N:8]2[C:13]3=[N:14][NH:15][CH:16]=[C:12]3[C:11](=[O:17])[N:10]([CH3:18])[C:9]2=[O:19])=[CH:5][CH:4]=1.[Br:22][C:23]1[CH:28]=[CH:27][C:26]([CH2:29]Br)=[CH:25][CH:24]=1.C([O-])([O-])=O.[K+].[K+].O. The catalyst is CN(C=O)C. The product is [Br:22][C:23]1[CH:28]=[CH:27][C:26]([CH2:29][N:15]2[CH:16]=[C:12]3[C:13]([N:8]([CH2:7][C:6]4[CH:5]=[CH:4][C:3]([O:2][CH3:1])=[CH:21][CH:20]=4)[C:9](=[O:19])[N:10]([CH3:18])[C:11]3=[O:17])=[N:14]2)=[CH:25][CH:24]=1. The yield is 0.880. (4) The reactants are Br[C:2]1[C:3]([Cl:10])=[C:4]([CH:6]=[C:7]([F:9])[CH:8]=1)[NH2:5].[B:11]1([B:11]2[O:15][C:14]([CH3:17])([CH3:16])[C:13]([CH3:19])([CH3:18])[O:12]2)[O:15][C:14]([CH3:17])([CH3:16])[C:13]([CH3:19])([CH3:18])[O:12]1.C([O-])(=O)C.[K+]. The catalyst is O1CCOCC1.C1C=CC(/C=C/C(/C=C/C2C=CC=CC=2)=O)=CC=1.C1C=CC(/C=C/C(/C=C/C2C=CC=CC=2)=O)=CC=1.[Pd].C1(P(C2CCCCC2)C2CCCCC2)CCCCC1. The product is [Cl:10][C:3]1[C:2]([B:11]2[O:15][C:14]([CH3:17])([CH3:16])[C:13]([CH3:19])([CH3:18])[O:12]2)=[CH:8][C:7]([F:9])=[CH:6][C:4]=1[NH2:5]. The yield is 0.650. (5) The reactants are [CH3:1][C:2]1[N:10]([CH:11]([C:13](=[O:15])[CH3:14])[CH3:12])[C:5]2=[N:6][CH:7]=[CH:8][CH:9]=[C:4]2[C:3]=1[C:16]([O:18][C:19]([CH3:22])([CH3:21])[CH3:20])=[O:17].[BH4-].[Na+].O. The catalyst is CO. The product is [OH:15][CH:13]([CH3:14])[CH:11]([N:10]1[C:5]2=[N:6][CH:7]=[CH:8][CH:9]=[C:4]2[C:3]([C:16]([O:18][C:19]([CH3:22])([CH3:21])[CH3:20])=[O:17])=[C:2]1[CH3:1])[CH3:12]. The yield is 0.960. (6) The reactants are C(O[C:6]([N:8]1[CH2:13][CH2:12][N:11](C2C(=O)N(CC(C)C)N=C(C3C=CC(C)=C(F)C=3)C=2C)[CH2:10][CH2:9]1)=O)(C)(C)C.[C:34]1([C:57]2[CH:62]=[CH:61][CH:60]=[CH:59][CH:58]=2)[CH:39]=[CH:38][C:37]([C:40]2[CH:41]=[C:42]([CH2:51]OS(C)(=O)=O)[C:43](=[O:50])[N:44]([CH2:46][CH:47]([CH3:49])[CH3:48])[N:45]=2)=[CH:36][CH:35]=1.CN1CCNCC1. No catalyst specified. The product is [C:34]1([C:57]2[CH:58]=[CH:59][CH:60]=[CH:61][CH:62]=2)[CH:39]=[CH:38][C:37]([C:40]2[CH:41]=[C:42]([CH2:51][N:11]3[CH2:12][CH2:13][N:8]([CH3:6])[CH2:9][CH2:10]3)[C:43](=[O:50])[N:44]([CH2:46][CH:47]([CH3:49])[CH3:48])[N:45]=2)=[CH:36][CH:35]=1. The yield is 0.682.